From a dataset of hERG potassium channel inhibition data for cardiac toxicity prediction from Karim et al.. Regression/Classification. Given a drug SMILES string, predict its toxicity properties. Task type varies by dataset: regression for continuous values (e.g., LD50, hERG inhibition percentage) or binary classification for toxic/non-toxic outcomes (e.g., AMES mutagenicity, cardiotoxicity, hepatotoxicity). Dataset: herg_karim. (1) The compound is COc1ccc(CCN2C(=O)N(NS(C)(=O)=O)CC2c2ccc(C)cc2)cc1. The result is 0 (non-blocker). (2) The drug is Cc1ncoc1-c1nnc(SCCCN2CCc3nc4cc(C(F)(F)F)ccn4c3CC2)n1C. The result is 1 (blocker). (3) The drug is CCOC(=O)C(CC12CCC(NCc3ccc4c(n3)NC(=O)CO4)(CC1)CO2)c1c(F)cnc2ccc(OC)nc12. The result is 1 (blocker). (4) The molecule is CCc1cc(-c2nnc(NCCCN3CCCCC3)o2)ccc1NC(=O)c1ccccc1F. The result is 0 (non-blocker). (5) The molecule is CC(C(=O)NC1(c2ccccc2)CCC(N2CCC3(CCOC3(C)C)CC2)CC1)c1cc(C(F)(F)F)cc(C(F)(F)F)c1. The result is 1 (blocker).